This data is from Full USPTO retrosynthesis dataset with 1.9M reactions from patents (1976-2016). The task is: Predict the reactants needed to synthesize the given product. Given the product [F:17][C:3]1[C:2]([B:18]2[O:22][C:21]([CH3:24])([CH3:23])[C:20]([CH3:26])([CH3:25])[O:19]2)=[CH:16][CH:15]=[CH:14][C:4]=1[O:5][CH2:6][C:7]12[O:13][CH:10]([CH2:11][CH2:12]1)[CH2:9][CH2:8]2, predict the reactants needed to synthesize it. The reactants are: Br[C:2]1[C:3]([F:17])=[C:4]([CH:14]=[CH:15][CH:16]=1)[O:5][CH2:6][C:7]12[O:13][CH:10]([CH2:11][CH2:12]1)[CH2:9][CH2:8]2.[B:18]1([B:18]2[O:22][C:21]([CH3:24])([CH3:23])[C:20]([CH3:26])([CH3:25])[O:19]2)[O:22][C:21]([CH3:24])([CH3:23])[C:20]([CH3:26])([CH3:25])[O:19]1.C([O-])(=O)C.[K+].